Dataset: Full USPTO retrosynthesis dataset with 1.9M reactions from patents (1976-2016). Task: Predict the reactants needed to synthesize the given product. (1) Given the product [CH2:1]([O:8][C:9]([N:11]1[CH2:16][CH2:15][CH:14]([C:17]2[S:18][C:19]([Cl:31])=[C:20]([C:22]([N:24]3[CH2:30][CH2:29][CH2:28][CH2:27][CH2:26][CH2:25]3)=[O:23])[CH:21]=2)[CH2:13][CH2:12]1)=[O:10])[C:2]1[CH:3]=[CH:4][CH:5]=[CH:6][CH:7]=1, predict the reactants needed to synthesize it. The reactants are: [CH2:1]([O:8][C:9]([N:11]1[CH2:16][CH2:15][CH:14]([C:17]2[S:18][CH:19]=[C:20]([C:22]([N:24]3[CH2:30][CH2:29][CH2:28][CH2:27][CH2:26][CH2:25]3)=[O:23])[CH:21]=2)[CH2:13][CH2:12]1)=[O:10])[C:2]1[CH:7]=[CH:6][CH:5]=[CH:4][CH:3]=1.[Cl:31]N1C(=O)CCC1=O. (2) Given the product [CH3:1][C:2]1[CH:11]=[CH:10][C:9]2[C:4](=[C:5]([C:14]#[N:15])[CH:6]=[CH:7][CH:8]=2)[N:3]=1, predict the reactants needed to synthesize it. The reactants are: [CH3:1][C:2]1[CH:11]=[CH:10][C:9]2[C:4](=[C:5](Br)[CH:6]=[CH:7][CH:8]=2)[N:3]=1.[Cu][C:14]#[N:15]. (3) The reactants are: [Br:1][C:2]1[CH:7]=[CH:6][C:5]([CH2:8]O)=[CH:4][C:3]=1[F:10].[CH2:11]([N:13](CC)CC)C.CS(Cl)(=O)=O.[Cl-].[NH4+]. Given the product [Br:1][C:2]1[CH:7]=[CH:6][C:5]([CH2:8][C:11]#[N:13])=[CH:4][C:3]=1[F:10], predict the reactants needed to synthesize it.